Dataset: Reaction yield outcomes from USPTO patents with 853,638 reactions. Task: Predict the reaction yield, written as a fraction of the theoretical maximum amount of product (1.0 means a 100% yield; for example, 0.34 means a 34% yield). (1) The reactants are C(N(CC)CC)C.[CH3:8][N:9]([CH3:13])[C:10](Cl)=[O:11].[CH2:14]([N:16]([CH3:40])[C:17]([C:19]1[CH:23]=[C:22]([C:24]2[CH:29]=[CH:28][C:27]([CH2:30][NH2:31])=[CH:26][N:25]=2)[N:21]([C:32]2[CH:33]=[N:34][C:35]([O:38][CH3:39])=[CH:36][CH:37]=2)[N:20]=1)=[O:18])[CH3:15].O. The catalyst is ClCCl. The product is [CH2:14]([N:16]([CH3:40])[C:17]([C:19]1[CH:23]=[C:22]([C:24]2[CH:29]=[CH:28][C:27]([CH2:30][NH:31][C:10]([N:9]([CH3:13])[CH3:8])=[O:11])=[CH:26][N:25]=2)[N:21]([C:32]2[CH:33]=[N:34][C:35]([O:38][CH3:39])=[CH:36][CH:37]=2)[N:20]=1)=[O:18])[CH3:15]. The yield is 0.460. (2) The reactants are C(O)[C@H]1OC(O)[C@H](O)[C@@H](O)[C@@H]1O.O.O.O.O.O.O.[Cl-].[Mg+2].[Cl-].[C:22]([O:26][C:27]([N:29]1[CH2:36][CH2:35][C:32]2([CH2:34][CH2:33]2)[C:31](=[O:37])[CH2:30]1)=[O:28])([CH3:25])([CH3:24])[CH3:23].C1C=[N+]([C@@H]2O[C@H](COP(OP(OC[C@H]3O[C@@H](N4C5N=CN=C(N)C=5N=C4)[C@H](O)[C@@H]3O)(O)=O)([O-])=O)[C@@H](O)[C@H]2O)C=C(C(N)=O)C=1.O=C[C@@H]([C@H]([C@@H]([C@@H](CO)O)O)O)O.[OH-].[Na+]. The catalyst is C1N(CCS(O)(=O)=O)CCOC1.CCCCCCC. The product is [C:22]([O:26][C:27]([N:29]1[CH2:36][CH2:35][C:32]2([CH2:34][CH2:33]2)[C@H:31]([OH:37])[CH2:30]1)=[O:28])([CH3:25])([CH3:23])[CH3:24]. The yield is 0.930. (3) The reactants are [CH2:1]1[C:9]2[C:4](=[CH:5][C:6]([OH:10])=[CH:7][CH:8]=2)[CH2:3][CH2:2]1.B(Cl)(Cl)Cl.ClCCl.CS[C:20]#[N:21].[Cl-].[Al+3].[Cl-].[Cl-].[OH-].[Na+]. The catalyst is ClC(Cl)C. The product is [OH:10][C:6]1[CH:5]=[C:4]2[C:9]([CH2:1][CH2:2][CH2:3]2)=[CH:8][C:7]=1[C:20]#[N:21]. The yield is 0.509. (4) The yield is 0.968. The catalyst is C(Cl)Cl. The reactants are [C:1]1([C:7]2[CH2:11][CH:10]([CH2:12][CH2:13][CH:14]=O)[O:9][N:8]=2)[CH:6]=[CH:5][CH:4]=[CH:3][CH:2]=1.[C:16]1([CH:22]([C:29]2[CH:34]=[CH:33][CH:32]=[CH:31][CH:30]=2)[N:23]2[CH2:28][CH2:27][NH:26][CH2:25][CH2:24]2)[CH:21]=[CH:20][CH:19]=[CH:18][CH:17]=1.[BH-](OC(C)=O)(OC(C)=O)OC(C)=O.[Na+]. The product is [CH:22]([N:23]1[CH2:28][CH2:27][N:26]([CH2:14][CH2:13][CH2:12][CH:10]2[O:9][N:8]=[C:7]([C:1]3[CH:6]=[CH:5][CH:4]=[CH:3][CH:2]=3)[CH2:11]2)[CH2:25][CH2:24]1)([C:29]1[CH:34]=[CH:33][CH:32]=[CH:31][CH:30]=1)[C:16]1[CH:21]=[CH:20][CH:19]=[CH:18][CH:17]=1.